Task: Regression/Classification. Given a drug SMILES string, predict its absorption, distribution, metabolism, or excretion properties. Task type varies by dataset: regression for continuous measurements (e.g., permeability, clearance, half-life) or binary classification for categorical outcomes (e.g., BBB penetration, CYP inhibition). Dataset: pampa_ncats.. Dataset: PAMPA (Parallel Artificial Membrane Permeability Assay) permeability data from NCATS (1) The molecule is CCCN1CC2=C(NC1)N(C(=S)NC2=O)CCC3=CC(=C(C=C3)OC)OC. The result is 1 (high permeability). (2) The compound is CC1=CC=C(C=C1)S(=O)(=O)NC2=C(C=CC(=C2)F)C(=O)NC3=NC(=CS3)C4=CC=CC=C4. The result is 1 (high permeability). (3) The drug is CN1C(=NN=N1)SC2=NC=NC3=C2C(=CS3)C4=CC5=CC=CC=C5O4. The result is 1 (high permeability).